This data is from Forward reaction prediction with 1.9M reactions from USPTO patents (1976-2016). The task is: Predict the product of the given reaction. (1) Given the reactants [CH3:1][O:2][CH2:3][C@H:4]([CH3:37])[O:5][C:6]1[CH:7]=[C:8]([C:23]2[NH:27][C:26]([C:28]3[O:29][CH2:30][C@@H:31]([C:33](OC)=[O:34])[N:32]=3)=[CH:25][CH:24]=2)[CH:9]=[C:10]([O:12][C:13]2[CH:14]=[N:15][C:16]([S:19]([CH3:22])(=[O:21])=[O:20])=[CH:17][CH:18]=2)[CH:11]=1.[H-].[Al+3].[Li+].[H-].[H-].[H-].O.[OH-].[Na+], predict the reaction product. The product is: [CH3:1][O:2][CH2:3][C@H:4]([CH3:37])[O:5][C:6]1[CH:7]=[C:8]([C:23]2[NH:27][C:26]([C:28]3[O:29][CH2:30][C@@H:31]([CH2:33][OH:34])[N:32]=3)=[CH:25][CH:24]=2)[CH:9]=[C:10]([O:12][C:13]2[CH:14]=[N:15][C:16]([S:19]([CH3:22])(=[O:20])=[O:21])=[CH:17][CH:18]=2)[CH:11]=1. (2) Given the reactants Br[C:2]1[CH:3]=[C:4]2[C:9](=[CH:10][CH:11]=1)[CH2:8][N:7](C(=O)C(F)(F)F)[CH2:6][CH2:5]2.Br[C:19]1[CH:20]=[CH:21][CH:22]=[C:23]2[C:28]=1[CH2:27][N:26](C(=O)C(F)(F)F)[CH2:25][CH2:24]2.[F:35][C:36]([F:47])([F:46])[C:37]1[CH:42]=[CH:41][CH:40]=[CH:39][C:38]=1B(O)O, predict the reaction product. The product is: [F:35][C:36]([F:47])([F:46])[C:37]1[CH:42]=[CH:41][CH:40]=[CH:39][C:38]=1[C:10]1[CH:11]=[CH:2][CH:3]=[C:4]2[C:9]=1[CH2:8][NH:7][CH2:6][CH2:5]2.[F:35][C:36]([F:47])([F:46])[C:37]1[CH:42]=[CH:41][CH:40]=[CH:39][C:38]=1[C:21]1[CH:22]=[C:23]2[C:28](=[CH:19][CH:20]=1)[CH2:27][NH:26][CH2:25][CH2:24]2. (3) Given the reactants [C:1]([O:4][C:5]1[CH:22]=[CH:21][C:8]2[N:9]=[C:10]([N:12]3[CH2:17][CH2:16][CH2:15][CH2:14][C@H:13]3[C:18](O)=[O:19])[O:11][C:7]=2[CH:6]=1)(=[O:3])[CH3:2].[CH3:23][C@H:24]1[CH2:29][CH2:28][CH2:27][C@@H:26]([CH3:30])[N:25]1[CH2:31][CH2:32][NH2:33], predict the reaction product. The product is: [NH3:9].[C:1]([O:4][C:5]1[CH:22]=[CH:21][C:8]2[N:9]=[C:10]([N:12]3[CH2:17][CH2:16][CH2:15][CH2:14][C@H:13]3[C:18]([NH:33][CH2:32][CH2:31][N:25]3[C@H:26]([CH3:30])[CH2:27][CH2:28][CH2:29][C@@H:24]3[CH3:23])=[O:19])[O:11][C:7]=2[CH:6]=1)(=[O:3])[CH3:2].